Binary Classification. Given a drug SMILES string, predict its activity (active/inactive) in a high-throughput screening assay against a specified biological target. From a dataset of Choline transporter screen with 302,306 compounds. The compound is o1c2c(nc1c1ccncc1)cc(NC(=O)CCC)cc2. The result is 0 (inactive).